The task is: Predict the reactants needed to synthesize the given product.. This data is from Full USPTO retrosynthesis dataset with 1.9M reactions from patents (1976-2016). (1) Given the product [NH2:1][C:2]1[C:11]2[C:6](=[C:7]([C:24]3[CH:25]=[N:26][C:21]([O:20][CH3:19])=[CH:22][CH:23]=3)[CH:8]=[CH:9][CH:10]=2)[N:5]=[N:4][C:3]=1[C:13]([NH:15][CH2:16][CH2:17][CH3:18])=[O:14], predict the reactants needed to synthesize it. The reactants are: [NH2:1][C:2]1[C:11]2[C:6](=[C:7](Br)[CH:8]=[CH:9][CH:10]=2)[N:5]=[N:4][C:3]=1[C:13]([NH:15][CH2:16][CH2:17][CH3:18])=[O:14].[CH3:19][O:20][C:21]1[N:26]=[CH:25][C:24](B(O)O)=[CH:23][CH:22]=1. (2) Given the product [OH:25][NH:24][C:20]([C:18]1[CH:17]=[CH:16][C:5]2[CH2:6][N:7]([C:9]([C:11]3([CH3:15])[CH2:14][CH2:13][CH2:12]3)=[O:10])[CH2:8][C@@H:2]([CH3:1])[O:3][C:4]=2[CH:19]=1)=[O:22], predict the reactants needed to synthesize it. The reactants are: [CH3:1][C@@H:2]1[CH2:8][N:7]([C:9]([C:11]2([CH3:15])[CH2:14][CH2:13][CH2:12]2)=[O:10])[CH2:6][C:5]2[CH:16]=[CH:17][C:18]([C:20]([O:22]C)=O)=[CH:19][C:4]=2[O:3]1.[NH2:24][OH:25].[OH-].[Na+]. (3) Given the product [F:22][C:23]1[CH:31]=[CH:30][C:26]([C:27]([NH:12][C:10]2[S:11][C:7]3[C:6]([N:13]([CH3:21])[CH2:14][CH:15]4[CH2:20][CH2:19][O:18][CH2:17][CH2:16]4)=[CH:5][CH:4]=[C:3]([O:2][CH3:1])[C:8]=3[N:9]=2)=[O:28])=[CH:25][CH:24]=1, predict the reactants needed to synthesize it. The reactants are: [CH3:1][O:2][C:3]1[C:8]2[N:9]=[C:10]([NH2:12])[S:11][C:7]=2[C:6]([N:13]([CH3:21])[CH2:14][CH:15]2[CH2:20][CH2:19][O:18][CH2:17][CH2:16]2)=[CH:5][CH:4]=1.[F:22][C:23]1[CH:31]=[CH:30][C:26]([C:27](O)=[O:28])=[CH:25][CH:24]=1.CN(C(ON1N=NC2C=CC=NC1=2)=[N+](C)C)C.F[P-](F)(F)(F)(F)F.C(N(C(C)C)C(C)C)C. (4) Given the product [CH:16]1([N:6]2[CH2:7][CH2:8][C@@H:4]([C:10]#[N:11])[C:5]2=[O:9])[CH2:17][CH2:15]1, predict the reactants needed to synthesize it. The reactants are: C1([C:4]2([C:10]#[N:11])[CH2:8][CH2:7][NH:6][C:5]2=[O:9])CC1.C(=O)=O.[CH3:15][CH:16](O)[CH3:17].C(#N)C. (5) Given the product [CH2:1]([N:8]1[CH2:14][CH:13]([NH:15][S:16]([C:19]2[CH:28]=[CH:27][C:26]3[C:21](=[CH:22][CH:23]=[C:24]([Cl:29])[CH:25]=3)[CH:20]=2)(=[O:18])=[O:17])[C:12](=[O:30])[N:11]([C:31]2[CH:36]=[CH:35][C:34]([C:46]3[CH:47]=[CH:48][CH:39]=[CH:40][C:41]=3[CH2:42][N:53]([CH3:58])[CH3:54])=[CH:33][CH:32]=2)[CH2:10][CH2:9]1)[C:2]1[CH:7]=[CH:6][CH:5]=[CH:4][CH:3]=1, predict the reactants needed to synthesize it. The reactants are: [CH2:1]([N:8]1[CH2:14][CH:13]([NH:15][S:16]([C:19]2[CH:28]=[CH:27][C:26]3[C:21](=[CH:22][CH:23]=[C:24]([Cl:29])[CH:25]=3)[CH:20]=2)(=[O:18])=[O:17])[C:12](=[O:30])[N:11]([C:31]2[CH:36]=[CH:35][C:34](Br)=[CH:33][CH:32]=2)[CH2:10][CH2:9]1)[C:2]1[CH:7]=[CH:6][CH:5]=[CH:4][CH:3]=1.Cl[C:39]1[CH:40]=[C:41]2[C:46](=[CH:47][CH:48]=1)C=C(S(Cl)(=O)=O)C=[CH:42]2.[N:53]1[CH:58]=CC=C[CH:54]=1. (6) Given the product [C:20]([C:19]1[CH:23]=[C:6]([NH:8][C:29]2[N:34]=[C:33]([N:35]3[C:39]([CH3:40])=[CH:38][C:37]([C:41]([F:44])([F:43])[F:42])=[N:36]3)[C:32]([C:45]3[CH:46]=[C:47]([C:51]([O:53][CH2:54][CH3:55])=[O:52])[CH:48]=[N:49][CH:50]=3)=[CH:31][N:30]=2)[CH:5]=[C:17]([CH3:22])[CH:18]=1)#[N:21], predict the reactants needed to synthesize it. The reactants are: ClC1N=[C:6]([N:8]2C=CC(C(F)(F)F)=N2)[C:5]([C:17]2[CH:18]=[C:19]([C:23](OCC)=O)[CH:20]=[N:21][CH:22]=2)=CN=1.Cl[C:29]1[N:34]=[C:33]([N:35]2[C:39]([CH3:40])=[CH:38][C:37]([C:41]([F:44])([F:43])[F:42])=[N:36]2)[C:32]([C:45]2[CH:46]=[C:47]([C:51]([O:53][CH2:54][CH3:55])=[O:52])[CH:48]=[N:49][CH:50]=2)=[CH:31][N:30]=1.NC1C=C(C=C(C)C=1)C#N.C1(P(C2CCCCC2)C2C=CC=CC=2C2C(C(C)C)=CC(C(C)C)=CC=2C(C)C)CCCCC1.[Na].